This data is from Forward reaction prediction with 1.9M reactions from USPTO patents (1976-2016). The task is: Predict the product of the given reaction. Given the reactants [OH-].[Na+].[Cl:3][C:4]1[CH:12]=[C:11]2[C:7]([CH:8]=[CH:9][NH:10]2)=[CH:6][C:5]=1[F:13].Cl.Cl[CH2:16][CH2:17][NH2:18].O, predict the reaction product. The product is: [Cl:3][C:4]1[CH:12]=[C:11]2[C:7]([CH:8]=[CH:9][N:10]2[CH2:16][CH2:17][NH2:18])=[CH:6][C:5]=1[F:13].